Dataset: Reaction yield outcomes from USPTO patents with 853,638 reactions. Task: Predict the reaction yield, written as a fraction of the theoretical maximum amount of product (1.0 means a 100% yield; for example, 0.34 means a 34% yield). The catalyst is CN(C=O)C. The product is [CH3:3][O:4][C:5]1[CH:10]=[CH:9][C:8]([C:11](=[O:13])[CH2:12][C:14](=[O:20])[C:15]([O:17][CH2:18][CH3:19])=[O:16])=[CH:7][CH:6]=1. The reactants are [H-].[Na+].[CH3:3][O:4][C:5]1[CH:10]=[CH:9][C:8]([C:11](=[O:13])[CH3:12])=[CH:7][CH:6]=1.[C:14](OCC)(=[O:20])[C:15]([O:17][CH2:18][CH3:19])=[O:16].Cl. The yield is 1.00.